Dataset: Catalyst prediction with 721,799 reactions and 888 catalyst types from USPTO. Task: Predict which catalyst facilitates the given reaction. (1) Reactant: [Cl:1][C:2]1[C:3]2[N:4]([CH:12]=[C:13]([C:15]([OH:17])=O)[N:14]=2)[CH:5]=[C:6]([O:8][CH:9]([CH3:11])[CH3:10])[CH:7]=1.[Cl:18][C:19]1[C:20]([C:35](=[N:37]O)[NH2:36])=[CH:21][C:22]([F:34])=[C:23]([CH2:25][CH2:26][C:27]([O:29][C:30]([CH3:33])([CH3:32])[CH3:31])=[O:28])[CH:24]=1.CCN=C=NCCCN(C)C.Cl.O. Product: [Cl:18][C:19]1[C:20]([C:35]2[N:37]=[C:15]([C:13]3[N:14]=[C:3]4[C:2]([Cl:1])=[CH:7][C:6]([O:8][CH:9]([CH3:10])[CH3:11])=[CH:5][N:4]4[CH:12]=3)[O:17][N:36]=2)=[CH:21][C:22]([F:34])=[C:23]([CH2:25][CH2:26][C:27]([O:29][C:30]([CH3:31])([CH3:32])[CH3:33])=[O:28])[CH:24]=1. The catalyst class is: 80. (2) Reactant: [N+:1]([C:4]1[CH:9]=[CH:8][C:7]([N:10]2[CH:14]=[N:13][CH:12]=[N:11]2)=[CH:6][C:5]=1[O:15][CH:16]([CH3:18])[CH3:17])([O-])=O. Product: [CH3:18][CH:16]([O:15][C:5]1[CH:6]=[C:7]([N:10]2[CH:14]=[N:13][CH:12]=[N:11]2)[CH:8]=[CH:9][C:4]=1[NH2:1])[CH3:17]. The catalyst class is: 5. (3) Reactant: [Cl:1][C:2]1[C:7]([S:8]([CH3:11])(=[O:10])=[O:9])=[CH:6][CH:5]=[CH:4][C:3]=1[C:12]1[CH:17]=[CH:16][N:15]=[CH:14][CH:13]=1.I[CH2:19][CH3:20].[BH4-].[Na+]. Product: [Cl:1][C:2]1[C:7]([S:8]([CH3:11])(=[O:10])=[O:9])=[CH:6][CH:5]=[CH:4][C:3]=1[C:12]1[CH2:13][CH2:14][N:15]([CH2:19][CH3:20])[CH2:16][CH:17]=1. The catalyst class is: 8. (4) Reactant: C(N(CC)C(C)C)(C)C.[CH3:10][NH:11][CH2:12][CH:13]([OH:20])[C:14]1[CH:19]=[CH:18][CH:17]=[CH:16][CH:15]=1.[Cl:21][C:22]1[CH:44]=[CH:43][C:25]([CH2:26][NH:27][C:28]([C:30]2[C:31](=[O:42])[C:32]3[CH:39]=[C:38]([CH2:40]Cl)[O:37][C:33]=3[N:34]([CH3:36])[CH:35]=2)=[O:29])=[CH:24][CH:23]=1.O. Product: [Cl:21][C:22]1[CH:44]=[CH:43][C:25]([CH2:26][NH:27][C:28]([C:30]2[C:31](=[O:42])[C:32]3[CH:39]=[C:38]([CH2:40][N:11]([CH2:12][CH:13]([OH:20])[C:14]4[CH:19]=[CH:18][CH:17]=[CH:16][CH:15]=4)[CH3:10])[O:37][C:33]=3[N:34]([CH3:36])[CH:35]=2)=[O:29])=[CH:24][CH:23]=1. The catalyst class is: 3. (5) Reactant: [C:1]([O:5][C:6]([NH:8][C@@H:9]1[C@@H:14]2[O:15][C@@H:11]([CH2:12][CH2:13]2)[C@@H:10]1[C:16]([O:18]C)=[O:17])=[O:7])([CH3:4])([CH3:3])[CH3:2].[Li+].[OH-]. Product: [C:1]([O:5][C:6]([NH:8][CH:9]1[CH:14]2[O:15][CH:11]([CH2:12][CH2:13]2)[CH:10]1[C:16]([OH:18])=[O:17])=[O:7])([CH3:4])([CH3:2])[CH3:3]. The catalyst class is: 24. (6) Reactant: C(N(CC)C(C)C)(C)C.[F:10][CH2:11][CH2:12][N:13]1[C:25]2[CH2:24][CH2:23][CH:22]([CH:26]3[CH2:31][CH2:30][O:29][CH2:28][CH2:27]3)[CH2:21][C:20]=2[C:19]2[C:14]1=[CH:15][CH:16]=[C:17]([C:32](O)=[O:33])[CH:18]=2.Cl.[CH2:36]([NH:38][C:39](=[O:45])[CH2:40][CH2:41][CH2:42][NH:43][CH3:44])[CH3:37].CN(C(ON1N=NC2C=CC=NC1=2)=[N+](C)C)C.F[P-](F)(F)(F)(F)F. Product: [CH2:36]([NH:38][C:39](=[O:45])[CH2:40][CH2:41][CH2:42][N:43]([CH3:44])[C:32]([C:17]1[CH:18]=[C:19]2[C:14](=[CH:15][CH:16]=1)[N:13]([CH2:12][CH2:11][F:10])[C:25]1[CH2:24][CH2:23][CH:22]([CH:26]3[CH2:27][CH2:28][O:29][CH2:30][CH2:31]3)[CH2:21][C:20]2=1)=[O:33])[CH3:37]. The catalyst class is: 3.